From a dataset of Reaction yield outcomes from USPTO patents with 853,638 reactions. Predict the reaction yield, written as a fraction of the theoretical maximum amount of product (1.0 means a 100% yield; for example, 0.34 means a 34% yield). (1) The reactants are [CH3:1][CH:2]([CH3:45])[CH2:3][C@H:4]([N:15]([CH2:37][O:38][C:39](=[O:44])[C:40]([CH3:43])([CH3:42])[CH3:41])[C:16](=[O:36])[C@@H:17]([NH:26][C:27](=[O:35])[CH2:28][N:29]1[CH2:34][CH2:33][O:32][CH2:31][CH2:30]1)[CH2:18][CH2:19][C:20]1[CH:25]=[CH:24][CH:23]=[CH:22][CH:21]=1)[C:5]([O:7]CC1C=CC=CC=1)=[O:6]. The catalyst is CO.O.CO.[Pd]. The product is [CH3:1][CH:2]([CH3:45])[CH2:3][C@H:4]([N:15]([CH2:37][O:38][C:39](=[O:44])[C:40]([CH3:43])([CH3:42])[CH3:41])[C:16](=[O:36])[C@@H:17]([NH:26][C:27](=[O:35])[CH2:28][N:29]1[CH2:34][CH2:33][O:32][CH2:31][CH2:30]1)[CH2:18][CH2:19][C:20]1[CH:25]=[CH:24][CH:23]=[CH:22][CH:21]=1)[C:5]([OH:7])=[O:6]. The yield is 0.920. (2) The reactants are [C:1]([O:9][CH2:10]Cl)(=[O:8])[C:2]1[CH:7]=[CH:6][CH:5]=[CH:4][CH:3]=1.[I-:12].[Na+]. The catalyst is C(#N)C. The product is [C:1]([O:9][CH2:10][I:12])(=[O:8])[C:2]1[CH:7]=[CH:6][CH:5]=[CH:4][CH:3]=1. The yield is 0.940. (3) The reactants are Br[CH2:2][C:3]([C:5]1[C:6]([C:11]2[CH:16]=[CH:15][CH:14]=[CH:13][CH:12]=2)=[N:7][O:8][C:9]=1[CH3:10])=O.[NH2:17][C:18]1[CH:23]=[C:22]([CH3:24])[CH:21]=[CH:20][N:19]=1. No catalyst specified. The product is [CH3:24][C:22]1[CH:21]=[CH:20][N:19]2[CH:2]=[C:3]([C:5]3[C:6]([C:11]4[CH:16]=[CH:15][CH:14]=[CH:13][CH:12]=4)=[N:7][O:8][C:9]=3[CH3:10])[N:17]=[C:18]2[CH:23]=1. The yield is 0.190.